This data is from Reaction yield outcomes from USPTO patents with 853,638 reactions. The task is: Predict the reaction yield, written as a fraction of the theoretical maximum amount of product (1.0 means a 100% yield; for example, 0.34 means a 34% yield). (1) The reactants are [C:1]1([NH:7][CH2:8][C:9]2[O:13][C:12]([CH2:14][O:15]C(=O)C)=[CH:11][CH:10]=2)[CH:6]=[CH:5][CH:4]=[CH:3][CH:2]=1.NC1C=CC=CC=1.C(=O)([O-])[O-].[K+].[K+]. The catalyst is CO. The product is [C:1]1([NH:7][CH2:8][C:9]2[O:13][C:12]([CH2:14][OH:15])=[CH:11][CH:10]=2)[CH:2]=[CH:3][CH:4]=[CH:5][CH:6]=1. The yield is 0.820. (2) The reactants are [S:1]1[CH:5]=[CH:4][C:3]2[C:6](=[O:9])[CH2:7][CH2:8][C:2]1=2.[H-].[Na+].C1([O:18][C:19](=O)[C:20]2[CH:25]=[CH:24][C:23]([Br:26])=[CH:22][CH:21]=2)C=CC=CC=1.Cl. The catalyst is C1COCC1.O. The product is [Br:26][C:23]1[CH:24]=[CH:25][C:20]([C:19]([CH:7]2[CH2:8][C:2]3[S:1][CH:5]=[CH:4][C:3]=3[C:6]2=[O:9])=[O:18])=[CH:21][CH:22]=1. The yield is 0.700. (3) The reactants are [CH3:1][O:2][C:3]1[N:8]=[CH:7][C:6]([NH:9][C:10]2[C:17]([C:18]3[N:26]=[C:25]([CH3:27])[N:24]=[C:23]4[C:19]=3[N:20]=[CH:21][N:22]4C3CCCCO3)=[CH:16][C:13]([CH:14]=O)=[CH:12][N:11]=2)=[CH:5][CH:4]=1.[NH2:34][C:35]1[CH:40]=[CH:39][CH:38]=[CH:37][N:36]=1.[BH4-].[Na+].Cl. The catalyst is ClCCl.CO.C(O[Ti](OC(C)C)(OC(C)C)OC(C)C)(C)C.C(O)C. The product is [CH3:1][O:2][C:3]1[N:8]=[CH:7][C:6]([NH:9][C:10]2[C:17]([C:18]3[N:26]=[C:25]([CH3:27])[N:24]=[C:23]4[C:19]=3[N:20]=[CH:21][NH:22]4)=[CH:16][C:13]([CH2:14][NH:34][C:35]3[CH:40]=[CH:39][CH:38]=[CH:37][N:36]=3)=[CH:12][N:11]=2)=[CH:5][CH:4]=1. The yield is 0.520. (4) The reactants are [F:1][C:2]1[CH:3]=[CH:4][C:5]2=[C:6]([CH:37]=1)[O:7][CH2:8][C:9]1[CH:35]=[C:34]([F:36])[CH:33]=[CH:32][C:10]=1/[C:11]/2=[CH:12]\[C:13]1[CH:18]=[CH:17][C:16]([NH:19][C@H:20]([CH3:28])[CH2:21][N:22]2[CH2:27][CH2:26][O:25][CH2:24][CH2:23]2)=[C:15]([N+:29]([O-])=O)[CH:14]=1.C(N(CC)CC)C.C1C=CC(O[C:52](OC2C=CC=CC=2)=[N:53][C:54]#[N:55])=CC=1. The catalyst is O1CCCC1.C(O)(C)C.[Pt]. The product is [F:1][C:2]1[CH:3]=[CH:4][C:5]2=[C:6]([CH:37]=1)[O:7][CH2:8][C:9]1[CH:35]=[C:34]([F:36])[CH:33]=[CH:32][C:10]=1/[C:11]/2=[CH:12]\[C:13]1[CH:18]=[CH:17][C:16]2[N:19]([C@H:20]([CH3:28])[CH2:21][N:22]3[CH2:27][CH2:26][O:25][CH2:24][CH2:23]3)/[C:52](=[N:53]/[C:54]#[N:55])/[NH:29][C:15]=2[CH:14]=1. The yield is 0.640.